Predict the reactants needed to synthesize the given product. From a dataset of Full USPTO retrosynthesis dataset with 1.9M reactions from patents (1976-2016). (1) Given the product [CH3:19][O:1][C:2]1[C:11]([CH:12]=[O:13])=[C:10]([N+:14]([O-:16])=[O:15])[CH:9]=[C:8]2[C:3]=1[CH:4]=[CH:5][C:6]([CH3:18])([CH3:17])[O:7]2, predict the reactants needed to synthesize it. The reactants are: [OH:1][C:2]1[C:11]([CH:12]=[O:13])=[C:10]([N+:14]([O-:16])=[O:15])[CH:9]=[C:8]2[C:3]=1[CH:4]=[CH:5][C:6]([CH3:18])([CH3:17])[O:7]2.[C:19]([O-])([O-])=O.[K+].[K+].CI. (2) Given the product [C:1]12([C:11](=[O:20])[CH2:12][S:13]([C:15]3[S:16][CH:17]=[CH:18][CH:19]=3)(=[O:29])=[O:14])[CH2:8][CH:7]3[CH2:6][CH:5]([CH2:4][CH:3]([CH2:9]3)[CH2:2]1)[CH2:10]2, predict the reactants needed to synthesize it. The reactants are: [C:1]12([C:11](=[O:20])[CH2:12][S:13]([C:15]3[S:16][CH:17]=[CH:18][CH:19]=3)=[O:14])[CH2:10][CH:5]3[CH2:6][CH:7]([CH2:9][CH:3]([CH2:4]3)[CH2:2]1)[CH2:8]2.C1C=C(Cl)C=C(C(OO)=[O:29])C=1. (3) The reactants are: [CH3:1][O:2][C:3]1[CH:11]=[C:10]2[C:6]([C:7]([S:12]([C:15]3[CH:20]=[CH:19][C:18]([O:21][CH3:22])=[CH:17][CH:16]=3)(=[O:14])=[O:13])=[CH:8][NH:9]2)=[CH:5][CH:4]=1.[H-].[Na+].Br[CH2:26][CH2:27][CH2:28][C:29]([O:31][CH3:32])=[O:30]. Given the product [CH3:32][O:31][C:29](=[O:30])[CH2:28][CH:27]([N:9]1[C:10]2[C:6](=[CH:5][CH:4]=[C:3]([O:2][CH3:1])[CH:11]=2)[C:7]([S:12]([C:15]2[CH:20]=[CH:19][C:18]([O:21][CH3:22])=[CH:17][CH:16]=2)(=[O:14])=[O:13])=[CH:8]1)[CH3:26], predict the reactants needed to synthesize it.